From a dataset of NCI-60 drug combinations with 297,098 pairs across 59 cell lines. Regression. Given two drug SMILES strings and cell line genomic features, predict the synergy score measuring deviation from expected non-interaction effect. (1) Drug 1: C1=NC2=C(N=C(N=C2N1C3C(C(C(O3)CO)O)F)Cl)N. Drug 2: CC1CCC2CC(C(=CC=CC=CC(CC(C(=O)C(C(C(=CC(C(=O)CC(OC(=O)C3CCCCN3C(=O)C(=O)C1(O2)O)C(C)CC4CCC(C(C4)OC)OCCO)C)C)O)OC)C)C)C)OC. Cell line: HL-60(TB). Synergy scores: CSS=7.65, Synergy_ZIP=3.11, Synergy_Bliss=2.85, Synergy_Loewe=-30.4, Synergy_HSA=-4.09. (2) Drug 1: C1=CC(=CC=C1CCCC(=O)O)N(CCCl)CCCl. Drug 2: CN(C(=O)NC(C=O)C(C(C(CO)O)O)O)N=O. Cell line: SR. Synergy scores: CSS=48.4, Synergy_ZIP=-2.38, Synergy_Bliss=-4.99, Synergy_Loewe=-7.25, Synergy_HSA=-3.04. (3) Drug 1: CN1C(=O)N2C=NC(=C2N=N1)C(=O)N. Drug 2: COC1=NC(=NC2=C1N=CN2C3C(C(C(O3)CO)O)O)N. Cell line: SF-268. Synergy scores: CSS=-1.08, Synergy_ZIP=0.287, Synergy_Bliss=-0.863, Synergy_Loewe=-2.54, Synergy_HSA=-2.50. (4) Drug 1: C1=NC2=C(N1)C(=S)N=C(N2)N. Drug 2: CCN(CC)CCCC(C)NC1=C2C=C(C=CC2=NC3=C1C=CC(=C3)Cl)OC. Cell line: RXF 393. Synergy scores: CSS=25.2, Synergy_ZIP=-4.35, Synergy_Bliss=1.91, Synergy_Loewe=-1.09, Synergy_HSA=3.60. (5) Drug 1: CS(=O)(=O)CCNCC1=CC=C(O1)C2=CC3=C(C=C2)N=CN=C3NC4=CC(=C(C=C4)OCC5=CC(=CC=C5)F)Cl. Drug 2: CCCCC(=O)OCC(=O)C1(CC(C2=C(C1)C(=C3C(=C2O)C(=O)C4=C(C3=O)C=CC=C4OC)O)OC5CC(C(C(O5)C)O)NC(=O)C(F)(F)F)O. Cell line: MCF7. Synergy scores: CSS=43.8, Synergy_ZIP=9.26, Synergy_Bliss=10.6, Synergy_Loewe=-0.116, Synergy_HSA=4.35. (6) Cell line: NCI/ADR-RES. Drug 2: C1C(C(OC1N2C=NC3=C(N=C(N=C32)Cl)N)CO)O. Synergy scores: CSS=46.0, Synergy_ZIP=-6.38, Synergy_Bliss=3.32, Synergy_Loewe=-27.1, Synergy_HSA=4.09. Drug 1: C1=CC(=CC=C1CC(C(=O)O)N)N(CCCl)CCCl.Cl. (7) Drug 1: CC12CCC(CC1=CCC3C2CCC4(C3CC=C4C5=CN=CC=C5)C)O. Drug 2: CC1C(C(CC(O1)OC2CC(CC3=C2C(=C4C(=C3O)C(=O)C5=CC=CC=C5C4=O)O)(C(=O)C)O)N)O. Cell line: OVCAR3. Synergy scores: CSS=31.1, Synergy_ZIP=-6.70, Synergy_Bliss=-5.18, Synergy_Loewe=-35.1, Synergy_HSA=-5.63. (8) Synergy scores: CSS=5.49, Synergy_ZIP=-1.71, Synergy_Bliss=-0.295, Synergy_Loewe=-0.782, Synergy_HSA=-0.694. Cell line: RXF 393. Drug 2: CCCCCOC(=O)NC1=NC(=O)N(C=C1F)C2C(C(C(O2)C)O)O. Drug 1: C1C(C(OC1N2C=C(C(=O)NC2=O)F)CO)O. (9) Drug 1: CCCCCOC(=O)NC1=NC(=O)N(C=C1F)C2C(C(C(O2)C)O)O. Drug 2: CC1=C2C(C(=O)C3(C(CC4C(C3C(C(C2(C)C)(CC1OC(=O)C(C(C5=CC=CC=C5)NC(=O)C6=CC=CC=C6)O)O)OC(=O)C7=CC=CC=C7)(CO4)OC(=O)C)O)C)OC(=O)C. Cell line: HT29. Synergy scores: CSS=9.66, Synergy_ZIP=-12.7, Synergy_Bliss=-22.4, Synergy_Loewe=-18.1, Synergy_HSA=-17.8.